This data is from Forward reaction prediction with 1.9M reactions from USPTO patents (1976-2016). The task is: Predict the product of the given reaction. (1) Given the reactants [NH2:1][CH2:2][CH2:3][OH:4].[CH:5]1([C:8]2[N:13]=[C:12]([C:14]([NH:16][C:17]3[CH:25]=[N:24][CH:23]=[CH:22][C:18]=3[C:19](O)=[O:20])=[O:15])[C:11]([NH:26][C:27]3[CH:28]=[N:29][CH:30]=[N:31][CH:32]=3)=[CH:10][CH:9]=2)[CH2:7][CH2:6]1, predict the reaction product. The product is: [OH:4][CH2:3][CH2:2][NH:1][C:19]([C:18]1[CH:22]=[CH:23][N:24]=[CH:25][C:17]=1[NH:16][C:14]([C:12]1[C:11]([NH:26][C:27]2[CH:28]=[N:29][CH:30]=[N:31][CH:32]=2)=[CH:10][CH:9]=[C:8]([CH:5]2[CH2:7][CH2:6]2)[N:13]=1)=[O:15])=[O:20]. (2) Given the reactants [CH2:1]([SH:8])[C:2]1[CH:7]=[CH:6][CH:5]=[CH:4][CH:3]=1.C([O-])([O-])=O.[K+].[K+].Cl[CH2:16][C:17]1[NH:18][C:19](=[O:22])[NH:20][N:21]=1.O, predict the reaction product. The product is: [CH2:1]([S:8][CH2:16][C:17]1[NH:18][C:19](=[O:22])[NH:20][N:21]=1)[C:2]1[CH:7]=[CH:6][CH:5]=[CH:4][CH:3]=1. (3) Given the reactants [F:1][C:2]1[CH:7]=[CH:6][C:5]([CH:8]=[C:9](I)[CH:10]=[O:11])=[CH:4][CH:3]=1.CC1(C)C(C)(C)OB([C:21]2[CH:22]=[CH:23][C:24]3[O:29][CH2:28][C:27](=[O:30])[NH:26][C:25]=3[CH:31]=2)O1.C([O-])([O-])=O.[Cs+].[Cs+].C1COCC1, predict the reaction product. The product is: [F:1][C:2]1[CH:7]=[CH:6][C:5]([CH:8]=[C:9]([C:21]2[CH:22]=[CH:23][C:24]3[O:29][CH2:28][C:27](=[O:30])[NH:26][C:25]=3[CH:31]=2)[CH:10]=[O:11])=[CH:4][CH:3]=1.